From a dataset of Full USPTO retrosynthesis dataset with 1.9M reactions from patents (1976-2016). Predict the reactants needed to synthesize the given product. Given the product [F:1][C:2]1[CH:11]=[C:10]2[C:5]([CH:6]=[CH:7][CH:8]=[C:9]2[CH:12]2[CH2:16][C:17](=[O:19])[NH:20][C:13]2=[O:14])=[CH:4][CH:3]=1, predict the reactants needed to synthesize it. The reactants are: [F:1][C:2]1[CH:11]=[C:10]2[C:5]([CH:6]=[CH:7][CH:8]=[C:9]2[CH:12]([CH2:16][C:17]([OH:19])=O)[C:13](O)=[O:14])=[CH:4][CH:3]=1.[NH2:20]C(N)=O.